From a dataset of Catalyst prediction with 721,799 reactions and 888 catalyst types from USPTO. Predict which catalyst facilitates the given reaction. (1) Reactant: [OH:1][C:2]1[CH:11]=[CH:10][C:5]([C:6]([O:8][CH3:9])=[O:7])=[CH:4][C:3]=1[CH3:12].Br[CH2:14][CH2:15][CH2:16][OH:17].C(=O)([O-])[O-].[Cs+].[Cs+]. Product: [OH:17][CH2:16][CH2:15][CH2:14][O:1][C:2]1[CH:11]=[CH:10][C:5]([C:6]([O:8][CH3:9])=[O:7])=[CH:4][C:3]=1[CH3:12]. The catalyst class is: 3. (2) Product: [F:25][C:26]1[CH:34]=[C:33]([F:35])[CH:32]=[C:31]([F:36])[C:27]=1[C:28]([N:3]([CH2:1][CH3:2])[C:4]1[CH:9]=[CH:8][CH:7]=[C:6]([O:10][CH:11]2[CH2:16][CH2:15][N:14]([CH3:17])[CH2:13][CH2:12]2)[N:5]=1)=[O:29]. The catalyst class is: 1. Reactant: [CH2:1]([NH:3][C:4]1[CH:9]=[CH:8][CH:7]=[C:6]([O:10][CH:11]2[CH2:16][CH2:15][N:14]([CH3:17])[CH2:13][CH2:12]2)[N:5]=1)[CH3:2].C(N(CC)CC)C.[F:25][C:26]1[CH:34]=[C:33]([F:35])[CH:32]=[C:31]([F:36])[C:27]=1[C:28](Cl)=[O:29]. (3) Reactant: [O:1]=[C:2]1[C@@H:6]([NH:7]C(OCC2C=CC=CC=2)=O)[CH2:5][CH2:4][N:3]1[C:18]1[CH:19]=[C:20]2[C:25](=[CH:26][CH:27]=1)[CH2:24][N:23]([C:28]([O:30][C:31]([CH3:34])([CH3:33])[CH3:32])=[O:29])[CH2:22][CH2:21]2. Product: [NH2:7][C@H:6]1[CH2:5][CH2:4][N:3]([C:18]2[CH:19]=[C:20]3[C:25](=[CH:26][CH:27]=2)[CH2:24][N:23]([C:28]([O:30][C:31]([CH3:33])([CH3:32])[CH3:34])=[O:29])[CH2:22][CH2:21]3)[C:2]1=[O:1]. The catalyst class is: 50. (4) Reactant: [CH:1]([N:4]1[C:9]([CH3:10])=[CH:8][CH:7]=[C:6]([C:11]([O:13][CH2:14][CH3:15])=[O:12])[C:5]1=[O:16])([CH3:3])[CH3:2].[Br:17]N1C(=O)CCC1=O. Product: [Br:17][C:8]1[CH:7]=[C:6]([C:11]([O:13][CH2:14][CH3:15])=[O:12])[C:5](=[O:16])[N:4]([CH:1]([CH3:2])[CH3:3])[C:9]=1[CH3:10]. The catalyst class is: 9. (5) Reactant: [CH3:1][O:2][C:3]1[CH:9]=[CH:8][C:6]([NH2:7])=[CH:5][CH:4]=1.[C:10](N1C=CN=C1)(N1C=CN=C1)=[O:11].[CH3:22][O:23][CH:24]([O:40][CH3:41])[CH2:25][NH:26][C:27]1[CH:32]=[CH:31][C:30]([O:33][C:34]2[CH:39]=[CH:38][CH:37]=[CH:36][CH:35]=2)=[CH:29][CH:28]=1. Product: [CH3:22][O:23][CH:24]([O:40][CH3:41])[CH2:25][N:26]([C:27]1[CH:32]=[CH:31][C:30]([O:33][C:34]2[CH:39]=[CH:38][CH:37]=[CH:36][CH:35]=2)=[CH:29][CH:28]=1)[C:10]([NH:7][C:6]1[CH:8]=[CH:9][C:3]([O:2][CH3:1])=[CH:4][CH:5]=1)=[O:11]. The catalyst class is: 9. (6) Reactant: [C:1]1([C:7]([C:9]2[CH:18]=[CH:17][C:16]3[C:11](=[C:12]([C:19]4[NH:27][C:26]5[CH2:25][CH2:24][NH:23][C:22](=[O:28])[C:21]=5[CH:20]=4)[CH:13]=[CH:14][CH:15]=3)[N:10]=2)=[CH2:8])[CH:6]=[CH:5][CH:4]=[CH:3][CH:2]=1. Product: [C:1]1([CH:7]([C:9]2[CH:18]=[CH:17][C:16]3[C:11](=[C:12]([C:19]4[NH:27][C:26]5[CH2:25][CH2:24][NH:23][C:22](=[O:28])[C:21]=5[CH:20]=4)[CH:13]=[CH:14][CH:15]=3)[N:10]=2)[CH3:8])[CH:6]=[CH:5][CH:4]=[CH:3][CH:2]=1. The catalyst class is: 43. (7) Reactant: [NH2:1][C:2]1[C:3]([OH:14])=[N:4][C:5]([C:8]2[N:9]=[N:10][CH:11]=[CH:12][CH:13]=2)=[N:6][CH:7]=1.[CH2:15]([O:17][P:18]([C:23]1[CH:24]=[C:25]([CH2:29][C:30](O)=[O:31])[CH:26]=[CH:27][CH:28]=1)([O:20][CH2:21][CH3:22])=[O:19])[CH3:16].CN(C(ON1N=NC2C=CC=NC1=2)=[N+](C)C)C.F[P-](F)(F)(F)(F)F.CCN(CC)CC. Product: [OH:14][C:3]1[C:2]([NH:1][C:30](=[O:31])[CH2:29][C:25]2[CH:24]=[C:23]([P:18](=[O:19])([O:17][CH2:15][CH3:16])[O:20][CH2:21][CH3:22])[CH:28]=[CH:27][CH:26]=2)=[CH:7][N:6]=[C:5]([C:8]2[N:9]=[N:10][CH:11]=[CH:12][CH:13]=2)[N:4]=1. The catalyst class is: 23.